Dataset: Reaction yield outcomes from USPTO patents with 853,638 reactions. Task: Predict the reaction yield, written as a fraction of the theoretical maximum amount of product (1.0 means a 100% yield; for example, 0.34 means a 34% yield). (1) The reactants are [O:1]1[CH:5]=[CH:4][CH:3]=[C:2]1[C:6](Cl)=[O:7].[F:9][C:10]1[CH:11]=[C:12]2[C:17](=[CH:18][CH:19]=1)[N:16]([CH3:20])[C:15](=[O:21])[C:14]([C:22]#[N:23])=[C:13]2[N:24]1[CH2:29][CH2:28][NH:27][CH2:26][CH2:25]1. The catalyst is N1C=CC=CC=1. The product is [F:9][C:10]1[CH:11]=[C:12]2[C:17](=[CH:18][CH:19]=1)[N:16]([CH3:20])[C:15](=[O:21])[C:14]([C:22]#[N:23])=[C:13]2[N:24]1[CH2:25][CH2:26][N:27]([C:6]([C:2]2[O:1][CH:5]=[CH:4][CH:3]=2)=[O:7])[CH2:28][CH2:29]1. The yield is 0.870. (2) The reactants are [C:1]([O:5][C:6]([N:8]1[CH2:13][CH2:12][CH:11]([NH:14][C:15]2[CH:20]=[CH:19][CH:18]=[CH:17][C:16]=2[O:21][CH2:22][C:23]([O:25]C)=[O:24])[CH2:10][CH2:9]1)=[O:7])([CH3:4])([CH3:3])[CH3:2].[OH-].[Na+].Cl. The catalyst is CO. The product is [C:1]([O:5][C:6]([N:8]1[CH2:13][CH2:12][CH:11]([NH:14][C:15]2[CH:20]=[CH:19][CH:18]=[CH:17][C:16]=2[O:21][CH2:22][C:23]([OH:25])=[O:24])[CH2:10][CH2:9]1)=[O:7])([CH3:4])([CH3:2])[CH3:3]. The yield is 0.750. (3) The reactants are [OH:1][C@@H:2]([C:23]1[CH:28]=[CH:27][CH:26]=[CH:25][CH:24]=1)[CH2:3][CH2:4][N:5]1[CH2:10][CH2:9][CH:8]([C:11]2[CH:12]=[C:13]([NH:17][C:18](=[O:22])[CH:19]([CH3:21])[CH3:20])[CH:14]=[CH:15][CH:16]=2)[CH2:7][CH2:6]1.[Cl:29][C:30]1[CH:35]=[CH:34][C:33](O)=[CH:32][CH:31]=1.C1(P(C2C=CC=CC=2)C2C=CC=CC=2)C=CC=CC=1.N(C(OCC)=O)=NC(OCC)=O.N. The catalyst is C1COCC1.C(Cl)(Cl)Cl. The product is [Cl:29][C:30]1[CH:35]=[CH:34][C:33]([O:1][C@H:2]([C:23]2[CH:24]=[CH:25][CH:26]=[CH:27][CH:28]=2)[CH2:3][CH2:4][N:5]2[CH2:10][CH2:9][CH:8]([C:11]3[CH:12]=[C:13]([NH:17][C:18](=[O:22])[CH:19]([CH3:21])[CH3:20])[CH:14]=[CH:15][CH:16]=3)[CH2:7][CH2:6]2)=[CH:32][CH:31]=1. The yield is 0.269.